Dataset: NCI-60 drug combinations with 297,098 pairs across 59 cell lines. Task: Regression. Given two drug SMILES strings and cell line genomic features, predict the synergy score measuring deviation from expected non-interaction effect. Drug 1: CC1OCC2C(O1)C(C(C(O2)OC3C4COC(=O)C4C(C5=CC6=C(C=C35)OCO6)C7=CC(=C(C(=C7)OC)O)OC)O)O. Drug 2: C1CCC(CC1)NC(=O)N(CCCl)N=O. Cell line: RPMI-8226. Synergy scores: CSS=62.0, Synergy_ZIP=2.46, Synergy_Bliss=1.99, Synergy_Loewe=-2.82, Synergy_HSA=5.36.